From a dataset of Forward reaction prediction with 1.9M reactions from USPTO patents (1976-2016). Predict the product of the given reaction. (1) Given the reactants [CH3:1][CH:2]1[CH2:7][CH2:6][CH2:5][CH2:4][CH:3]1[NH:8][C:9](=[O:14])[CH2:10][C:11](=[O:13])[CH3:12].CO[CH:17](OC)[N:18]([CH3:20])[CH3:19], predict the reaction product. The product is: [CH3:17][N:18]([CH:20]=[C:10]([C:11](=[O:13])[CH3:12])[C:9]([NH:8][CH:3]1[CH2:4][CH2:5][CH2:6][CH2:7][CH:2]1[CH3:1])=[O:14])[CH3:19]. (2) The product is: [Cl:20][C:12]1[CH:13]=[C:14]([CH:17]=[C:18]([F:19])[C:11]=1[N+:10]([O-:6])=[O:5])[C:15]#[N:16]. Given the reactants B1([O-])OO1.[OH2:5].[OH2:6].O.O.[Na+].[NH2:10][C:11]1[C:18]([F:19])=[CH:17][C:14]([C:15]#[N:16])=[CH:13][C:12]=1[Cl:20], predict the reaction product.